Dataset: Peptide-MHC class I binding affinity with 185,985 pairs from IEDB/IMGT. Task: Regression. Given a peptide amino acid sequence and an MHC pseudo amino acid sequence, predict their binding affinity value. This is MHC class I binding data. (1) The peptide sequence is TSEHGGRAY. The MHC is HLA-B44:02 with pseudo-sequence YYTKYREISTNTYENTAYIRYDDYTWAVDAYLSY. The binding affinity (normalized) is 0.0847. (2) The peptide sequence is KIDVVGIEW. The binding affinity (normalized) is 0.0847. The MHC is HLA-A02:03 with pseudo-sequence HLA-A02:03. (3) The peptide sequence is ATFEVFLAK. The MHC is HLA-B40:01 with pseudo-sequence HLA-B40:01. The binding affinity (normalized) is 0.0847. (4) The peptide sequence is CRTAFKPVL. The MHC is HLA-A02:01 with pseudo-sequence HLA-A02:01. The binding affinity (normalized) is 0.0847. (5) The peptide sequence is TLALEVARQK. The MHC is HLA-A11:01 with pseudo-sequence HLA-A11:01. The binding affinity (normalized) is 0.250. (6) The peptide sequence is KIKQDVRDK. The MHC is HLA-A02:06 with pseudo-sequence HLA-A02:06. The binding affinity (normalized) is 0. (7) The binding affinity (normalized) is 0.626. The peptide sequence is LVFKFGLPR. The MHC is HLA-A11:01 with pseudo-sequence HLA-A11:01.